From a dataset of Full USPTO retrosynthesis dataset with 1.9M reactions from patents (1976-2016). Predict the reactants needed to synthesize the given product. (1) Given the product [O:17]=[C:18]1[N:29]([C@H:30]2[CH2:35][CH2:34][CH2:33][C@H:32](/[CH:36]=[CH:7]/[C:6]([OH:5])=[O:16])[CH2:31]2)[C:21]2=[C:22]3[CH:28]=[CH:27][NH:26][C:23]3=[N:24][CH:25]=[C:20]2[NH:19]1, predict the reactants needed to synthesize it. The reactants are: [H-].[Na+].C([O:5][C:6](=[O:16])[CH2:7]P(OCC)(OCC)=O)C.[O:17]=[C:18]1[N:29]([C@H:30]2[CH2:35][CH2:34][CH2:33][C@H:32]([CH:36]=O)[CH2:31]2)[C:21]2=[C:22]3[CH:28]=[CH:27][NH:26][C:23]3=[N:24][CH:25]=[C:20]2[NH:19]1.O. (2) The reactants are: [Cl:1][C:2]1[CH:3]=[C:4]([NH:19][C:20]2[C:21]3[N:28]([CH2:29][CH2:30][O:31][CH2:32][CH2:33]O)[CH:27]=[CH:26][C:22]=3[N:23]=[CH:24][N:25]=2)[CH:5]=[CH:6][C:7]=1[O:8][C:9]1[CH:14]=[CH:13][CH:12]=[C:11]([C:15]([F:18])([F:17])[F:16])[CH:10]=1.C(N(CC)CC)C.[CH3:42][S:43](Cl)(=O)=O.C(=O)([O-])O.[Na+]. Given the product [Cl:1][C:2]1[CH:3]=[C:4]([NH:19][C:20]2[C:21]3[N:28]([CH2:29][CH2:30][O:31][CH2:32][CH2:33][S:43][CH3:42])[CH:27]=[CH:26][C:22]=3[N:23]=[CH:24][N:25]=2)[CH:5]=[CH:6][C:7]=1[O:8][C:9]1[CH:14]=[CH:13][CH:12]=[C:11]([C:15]([F:18])([F:17])[F:16])[CH:10]=1, predict the reactants needed to synthesize it.